From a dataset of NCI-60 drug combinations with 297,098 pairs across 59 cell lines. Regression. Given two drug SMILES strings and cell line genomic features, predict the synergy score measuring deviation from expected non-interaction effect. (1) Drug 1: CCC1(CC2CC(C3=C(CCN(C2)C1)C4=CC=CC=C4N3)(C5=C(C=C6C(=C5)C78CCN9C7C(C=CC9)(C(C(C8N6C)(C(=O)OC)O)OC(=O)C)CC)OC)C(=O)OC)O.OS(=O)(=O)O. Drug 2: C1C(C(OC1N2C=NC3=C2NC=NCC3O)CO)O. Cell line: BT-549. Synergy scores: CSS=-5.42, Synergy_ZIP=2.78, Synergy_Bliss=2.69, Synergy_Loewe=0.355, Synergy_HSA=-1.04. (2) Drug 1: CC1=C(C=C(C=C1)NC(=O)C2=CC=C(C=C2)CN3CCN(CC3)C)NC4=NC=CC(=N4)C5=CN=CC=C5. Drug 2: CS(=O)(=O)CCNCC1=CC=C(O1)C2=CC3=C(C=C2)N=CN=C3NC4=CC(=C(C=C4)OCC5=CC(=CC=C5)F)Cl. Cell line: OVCAR3. Synergy scores: CSS=12.6, Synergy_ZIP=-2.23, Synergy_Bliss=0.104, Synergy_Loewe=-15.8, Synergy_HSA=-5.26. (3) Drug 1: C1=NC2=C(N=C(N=C2N1C3C(C(C(O3)CO)O)O)F)N. Drug 2: COCCOC1=C(C=C2C(=C1)C(=NC=N2)NC3=CC=CC(=C3)C#C)OCCOC.Cl. Cell line: HCC-2998. Synergy scores: CSS=47.9, Synergy_ZIP=-3.51, Synergy_Bliss=-6.72, Synergy_Loewe=-14.0, Synergy_HSA=-4.49. (4) Drug 1: CCCS(=O)(=O)NC1=C(C(=C(C=C1)F)C(=O)C2=CNC3=C2C=C(C=N3)C4=CC=C(C=C4)Cl)F. Drug 2: CN1CCC(CC1)COC2=C(C=C3C(=C2)N=CN=C3NC4=C(C=C(C=C4)Br)F)OC. Cell line: A549. Synergy scores: CSS=10.4, Synergy_ZIP=-0.808, Synergy_Bliss=2.46, Synergy_Loewe=-3.63, Synergy_HSA=0.941. (5) Drug 1: CN(C)N=NC1=C(NC=N1)C(=O)N. Drug 2: CS(=O)(=O)OCCCCOS(=O)(=O)C. Cell line: DU-145. Synergy scores: CSS=3.03, Synergy_ZIP=-0.882, Synergy_Bliss=-0.969, Synergy_Loewe=-3.56, Synergy_HSA=-3.38. (6) Drug 1: C1=CC(=CC=C1C#N)C(C2=CC=C(C=C2)C#N)N3C=NC=N3. Drug 2: CCC1(CC2CC(C3=C(CCN(C2)C1)C4=CC=CC=C4N3)(C5=C(C=C6C(=C5)C78CCN9C7C(C=CC9)(C(C(C8N6C=O)(C(=O)OC)O)OC(=O)C)CC)OC)C(=O)OC)O.OS(=O)(=O)O. Cell line: PC-3. Synergy scores: CSS=0.534, Synergy_ZIP=-7.41, Synergy_Bliss=-12.0, Synergy_Loewe=-43.4, Synergy_HSA=-16.0.